This data is from Catalyst prediction with 721,799 reactions and 888 catalyst types from USPTO. The task is: Predict which catalyst facilitates the given reaction. (1) Reactant: C(Cl)(=O)C.[NH2:5][CH:6]([CH2:9][OH:10])[CH2:7][OH:8].[CH2:11]([O:18][CH2:19][N:20]1[C:28]2[C:27]([O:29][CH3:30])=[N:26][CH:25]=[N:24][C:23]=2[C:22]([CH:31]=O)=[CH:21]1)[C:12]1[CH:17]=[CH:16][CH:15]=[CH:14][CH:13]=1.C([BH3-])#N.[Na+]. Product: [CH2:11]([O:18][CH2:19][N:20]1[C:28]2[C:27]([O:29][CH3:30])=[N:26][CH:25]=[N:24][C:23]=2[C:22]([CH2:31][NH:5][CH:6]([CH2:9][OH:10])[CH2:7][OH:8])=[CH:21]1)[C:12]1[CH:17]=[CH:16][CH:15]=[CH:14][CH:13]=1. The catalyst class is: 5. (2) Reactant: FC(F)(F)C(O)=O.[NH2:8][C@@H:9]([CH2:14][C:15]1[CH:20]=[CH:19][C:18]([CH:21]2[S:25](=[O:27])(=[O:26])[NH:24][C:23](=[O:28])[CH2:22]2)=[C:17]([Br:29])[CH:16]=1)[C:10]([O:12]C)=[O:11].C(N(CC)CC)C.Cl[C:38]([O:40][CH2:41][C:42]1[CH:47]=[CH:46][CH:45]=[CH:44][CH:43]=1)=[O:39].[OH-].[Li+]. Product: [CH2:41]([O:40][C:38]([NH:8][C@@H:9]([CH2:14][C:15]1[CH:20]=[CH:19][C:18]([CH:21]2[S:25](=[O:27])(=[O:26])[NH:24][C:23](=[O:28])[CH2:22]2)=[C:17]([Br:29])[CH:16]=1)[C:10]([OH:12])=[O:11])=[O:39])[C:42]1[CH:47]=[CH:46][CH:45]=[CH:44][CH:43]=1. The catalyst class is: 5. (3) Reactant: [F:1][C:2]1[CH:3]=[C:4]([CH:7]=[CH:8][C:9]=1[F:10])[CH2:5][OH:6].[H-].[Na+].CS[C:15]1[N:20]=[C:19]([C:21]2[CH:26]=[CH:25][C:24]([Cl:27])=[CH:23][CH:22]=2)[C:18]([C:28]2[CH:33]=[CH:32][C:31]([Cl:34])=[CH:30][C:29]=2[Cl:35])=[CH:17][N:16]=1.[Cl-].[NH4+]. Product: [F:1][C:2]1[CH:3]=[C:4]([CH:7]=[CH:8][C:9]=1[F:10])[CH2:5][O:6][C:15]1[N:20]=[C:19]([C:21]2[CH:26]=[CH:25][C:24]([Cl:27])=[CH:23][CH:22]=2)[C:18]([C:28]2[CH:33]=[CH:32][C:31]([Cl:34])=[CH:30][C:29]=2[Cl:35])=[CH:17][N:16]=1. The catalyst class is: 3. (4) Reactant: [C:1]1(=[O:14])[C:13]2[C:5]([C:6]3[C:11]([CH:12]=2)=[CH:10][CH:9]=[CH:8][CH:7]=3)=[CH:4][CH:3]=[CH:2]1.[Br:15]N1C(=O)CCC1=O. Product: [Br:15][C:2]1[C:1](=[O:14])[C:13]2[C:5](=[CH:4][CH:3]=1)[C:6]1[C:11](=[CH:10][CH:9]=[CH:8][CH:7]=1)[CH:12]=2. The catalyst class is: 501. (5) Reactant: [N+](=[C:3]([C:10]1[CH:15]=[CH:14][C:13]([Br:16])=[C:12]([Br:17])[CH:11]=1)[C:4]([O:6][CH:7]([CH3:9])[CH3:8])=[O:5])=[N-].[CH3:18][O:19][C:20]1[O:21][CH:22]=[CH:23][CH:24]=1. Product: [Br:17][C:12]1[CH:11]=[C:10](/[C:3](=[CH:22]\[CH:23]=[CH:24]/[C:20]([O:19][CH3:18])=[O:21])/[C:4]([O:6][CH:7]([CH3:9])[CH3:8])=[O:5])[CH:15]=[CH:14][C:13]=1[Br:16]. The catalyst class is: 81.